This data is from Catalyst prediction with 721,799 reactions and 888 catalyst types from USPTO. The task is: Predict which catalyst facilitates the given reaction. (1) The catalyst class is: 18. Product: [S:1]1[CH:5]=[CH:4][C:3]2[CH:6]=[C:7]([CH2:10][N:11]([CH3:12])[C:27](=[O:29])/[CH:26]=[CH:25]/[C:20]3[CH:21]=[N:22][C:23]4[NH:24][C:15](=[O:14])[CH2:16][CH2:17][C:18]=4[CH:19]=3)[CH:8]=[CH:9][C:2]1=2. Reactant: [S:1]1[CH:5]=[CH:4][C:3]2[CH:6]=[C:7]([CH2:10][NH:11][CH3:12])[CH:8]=[CH:9][C:2]1=2.Cl.[O:14]=[C:15]1[NH:24][C:23]2[N:22]=[CH:21][C:20]([CH:25]=[CH:26][C:27]([OH:29])=O)=[CH:19][C:18]=2[CH2:17][CH2:16]1.C1C=CC2N(O)N=NC=2C=1.CCN(C(C)C)C(C)C.CCN=C=NCCCN(C)C.Cl. (2) Reactant: [CH3:1][O:2][C:3]([C:5]1[CH:6]=[C:7]2[CH:13]=[CH:12][NH:11][C:8]2=[N:9][CH:10]=1)=[O:4].[I:14]N1C(=O)CCC1=O. Product: [CH3:1][O:2][C:3]([C:5]1[CH:6]=[C:7]2[C:13]([I:14])=[CH:12][NH:11][C:8]2=[N:9][CH:10]=1)=[O:4]. The catalyst class is: 3. (3) Reactant: CC(OI1(OC(C)=O)(OC(C)=O)OC(=O)C2C1=CC=CC=2)=O.[CH3:23][S:24]([O:27][CH:28]([CH:30]([C:34]1[CH:39]=[CH:38][CH:37]=[CH:36][CH:35]=1)[CH2:31][CH2:32][OH:33])[CH3:29])(=[O:26])=[O:25].C(OCC)(=O)C.C(=O)([O-])O.[Na+]. Product: [CH3:23][S:24]([O:27][CH:28]([CH:30]([C:34]1[CH:35]=[CH:36][CH:37]=[CH:38][CH:39]=1)[CH2:31][CH:32]=[O:33])[CH3:29])(=[O:26])=[O:25]. The catalyst class is: 4.